From a dataset of Full USPTO retrosynthesis dataset with 1.9M reactions from patents (1976-2016). Predict the reactants needed to synthesize the given product. Given the product [CH2:1]([C:3]([C:15]1[CH:20]=[CH:19][C:18]([OH:21])=[C:17]([CH3:22])[CH:16]=1)([C:6]1[CH:11]=[CH:10][C:9]([C:12]#[C:13][CH:25]([OH:26])[C:24]([CH3:33])([CH3:23])[CH2:27][CH2:28][CH2:29][CH2:30][CH2:31][CH3:32])=[C:8]([CH3:14])[CH:7]=1)[CH2:4][CH3:5])[CH3:2], predict the reactants needed to synthesize it. The reactants are: [CH2:1]([C:3]([C:15]1[CH:20]=[CH:19][C:18]([OH:21])=[C:17]([CH3:22])[CH:16]=1)([C:6]1[CH:11]=[CH:10][C:9]([C:12]#[CH:13])=[C:8]([CH3:14])[CH:7]=1)[CH2:4][CH3:5])[CH3:2].[CH3:23][C:24]([CH3:33])([CH2:27][CH2:28][CH2:29][CH2:30][CH2:31][CH3:32])[CH:25]=[O:26].